From a dataset of Peptide-MHC class I binding affinity with 185,985 pairs from IEDB/IMGT. Regression. Given a peptide amino acid sequence and an MHC pseudo amino acid sequence, predict their binding affinity value. This is MHC class I binding data. The peptide sequence is SRTENFVLSI. The MHC is H-2-Db with pseudo-sequence H-2-Db. The binding affinity (normalized) is 0.0361.